This data is from Peptide-MHC class II binding affinity with 134,281 pairs from IEDB. The task is: Regression. Given a peptide amino acid sequence and an MHC pseudo amino acid sequence, predict their binding affinity value. This is MHC class II binding data. (1) The peptide sequence is APQIPPNWHIPSIQDAATPYHPPATPNNMGL. The MHC is DRB1_1501 with pseudo-sequence DRB1_1501. The binding affinity (normalized) is 0.185. (2) The peptide sequence is MGQLISFFGEIPSII. The MHC is DRB1_0405 with pseudo-sequence DRB1_0405. The binding affinity (normalized) is 0.639. (3) The peptide sequence is CTNAKVTAKGVSEAN. The MHC is DRB1_0405 with pseudo-sequence DRB1_0405. The binding affinity (normalized) is 0.212. (4) The peptide sequence is GRRYELETNLQHRDG. The MHC is DRB1_0802 with pseudo-sequence DRB1_0802. The binding affinity (normalized) is 0.500. (5) The peptide sequence is SPKGISRMSMAMGTM. The MHC is DRB1_1101 with pseudo-sequence DRB1_1101. The binding affinity (normalized) is 0.623. (6) The peptide sequence is SKISGEWYSIFLASD. The MHC is DRB5_0101 with pseudo-sequence DRB5_0101. The binding affinity (normalized) is 0.0799. (7) The peptide sequence is TARAGMASPLYNVTWS. The MHC is H-2-IAb with pseudo-sequence H-2-IAb. The binding affinity (normalized) is 0.190.